Dataset: Retrosynthesis with 50K atom-mapped reactions and 10 reaction types from USPTO. Task: Predict the reactants needed to synthesize the given product. (1) The reactants are: CC1=C(C(=O)OC(c2ccccc2)c2ccccc2)N2C(=O)C(N)C2SC1.CON=C(C(=O)O)c1csc(NC(c2ccccc2)(c2ccccc2)c2ccccc2)n1. Given the product CON=C(C(=O)NC1C(=O)N2C(C(=O)OC(c3ccccc3)c3ccccc3)=C(C)CSC12)c1csc(NC(c2ccccc2)(c2ccccc2)c2ccccc2)n1, predict the reactants needed to synthesize it. (2) Given the product Cc1cnc(Nc2ccc(OC3CCN(C(=O)OC(C)(C)C)CC3)cc2)nc1CCc1ccccc1CC(N)=O, predict the reactants needed to synthesize it. The reactants are: CC(C)(C)OC(=O)N1CCC(Oc2ccc(N)cc2)CC1.Cc1cnc(Cl)nc1CCc1ccccc1CC(N)=O. (3) Given the product COc1cc(C(=O)OCCOCCO)ccc1NC(=O)[C@@H]1N[C@@H](CC(C)(C)C)[C@](C#N)(c2ccc(Cl)cc2F)[C@H]1c1cccc(Cl)c1F, predict the reactants needed to synthesize it. The reactants are: COc1cc(C(=O)O)ccc1NC(=O)[C@@H]1N[C@@H](CC(C)(C)C)[C@](C#N)(c2ccc(Cl)cc2F)[C@H]1c1cccc(Cl)c1F.OCCOCCO. (4) The reactants are: CC(C)(C)OC(=O)N1CCN(CCOc2cccc3nc(N)nc(N)c23)CC1. Given the product Nc1nc(N)c2c(OCCN3CCNCC3)cccc2n1, predict the reactants needed to synthesize it. (5) Given the product CC(=O)N1CCC2(CCN(Cc3ccccc3)CC2)c2ccccc21, predict the reactants needed to synthesize it. The reactants are: CC(=O)Cl.c1ccc(CN2CCC3(CCNc4ccccc43)CC2)cc1. (6) Given the product CC(=O)O[C@H]1CC[C@@]2(C)[C@@H](CC[C@]3(C)[C@@H]2CC[C@@H]2[C@H]4[C@H](C5(C)CC5)CC[C@]4(C(=O)N4CCOCC4)CC[C@]23C)C1(C)C, predict the reactants needed to synthesize it. The reactants are: C1COCCN1.CC(=O)O[C@H]1CC[C@@]2(C)[C@@H](CC[C@]3(C)[C@@H]2CC[C@@H]2[C@H]4[C@H](C5(C)CC5)CC[C@]4(C(=O)Cl)CC[C@]23C)C1(C)C. (7) Given the product O=C(Nc1nccs1)c1ccc2c(c1)OCCN2, predict the reactants needed to synthesize it. The reactants are: Nc1nccs1.O=C(O)c1ccc2c(c1)OCCN2. (8) Given the product c1ccc(COC2CCCCCCCCCCC2)cc1, predict the reactants needed to synthesize it. The reactants are: ClCc1ccccc1.OC1CCCCCCCCCCC1.